Dataset: Forward reaction prediction with 1.9M reactions from USPTO patents (1976-2016). Task: Predict the product of the given reaction. The product is: [CH:17]1([CH:13]([N:11]2[CH:12]=[C:8]([C:6]3[C:5]([O:20][CH3:21])=[CH:4][N:3]=[C:2]([NH:30][C:29]4[CH:31]=[CH:32][CH:33]=[C:27]([C:26]5[O:22][CH:23]=[N:24][CH:25]=5)[CH:28]=4)[N:7]=3)[CH:9]=[N:10]2)[CH2:14][C:15]#[N:16])[CH2:19][CH2:18]1. Given the reactants Cl[C:2]1[N:7]=[C:6]([C:8]2[CH:9]=[N:10][N:11]([CH:13]([CH:17]3[CH2:19][CH2:18]3)[CH2:14][C:15]#[N:16])[CH:12]=2)[C:5]([O:20][CH3:21])=[CH:4][N:3]=1.[O:22]1[C:26]([C:27]2[CH:28]=[C:29]([CH:31]=[CH:32][CH:33]=2)[NH2:30])=[CH:25][N:24]=[CH:23]1.C1(C)C=CC(S(O)(=O)=O)=CC=1.O1CCOCC1, predict the reaction product.